Dataset: Forward reaction prediction with 1.9M reactions from USPTO patents (1976-2016). Task: Predict the product of the given reaction. (1) Given the reactants Br[C:2]1[CH:7]=[CH:6][C:5]([C:8]([N:10]2[CH2:14][CH2:13][CH2:12][C@H:11]2[CH2:15][N:16]2[CH2:20][CH2:19][CH2:18][CH2:17]2)=[O:9])=[C:4]([F:21])[CH:3]=1.[CH3:22][O:23][C:24]1[CH:29]=[CH:28][C:27](B(O)O)=[CH:26][CH:25]=1, predict the reaction product. The product is: [F:21][C:4]1[CH:3]=[C:2]([C:27]2[CH:28]=[CH:29][C:24]([O:23][CH3:22])=[CH:25][CH:26]=2)[CH:7]=[CH:6][C:5]=1[C:8]([N:10]1[CH2:14][CH2:13][CH2:12][C@H:11]1[CH2:15][N:16]1[CH2:20][CH2:19][CH2:18][CH2:17]1)=[O:9]. (2) Given the reactants [Br:1][C:2]1[C:6]2=[N:7][CH:8]=[C:9]([C:11](OC)=[O:12])[CH:10]=[C:5]2[N:4]([C:15](=[O:27])[C:16]2[C:21]([C:22]([F:25])([F:24])[F:23])=[CH:20][CH:19]=[CH:18][C:17]=2[Cl:26])[N:3]=1.CC(C[AlH]CC(C)C)C.[OH-].[Na+].O, predict the reaction product. The product is: [Br:1][C:2]1[C:6]2=[N:7][CH:8]=[C:9]([CH2:11][OH:12])[CH:10]=[C:5]2[N:4]([C:15]([C:16]2[C:21]([C:22]([F:25])([F:23])[F:24])=[CH:20][CH:19]=[CH:18][C:17]=2[Cl:26])=[O:27])[N:3]=1. (3) The product is: [CH3:10][C@@H:7]1[N:6]2[C:5]3[C:14]([C:13]([C:12]([C:17]([OH:19])=[O:18])=[CH:11]2)=[O:16])=[CH:15][C:2]([F:1])=[C:3]([N:25]2[CH2:26][CH2:27][N:22]([CH3:21])[CH2:23][CH2:24]2)[C:4]=3[O:9][CH2:8]1. Given the reactants [F:1][C:2]1[C:3](F)=[C:4]2[O:9][CH2:8][C@H:7]([CH3:10])[N:6]3[CH:11]=[C:12]([C:17]([OH:19])=[O:18])[C:13](=[O:16])[C:14]([CH:15]=1)=[C:5]23.[CH3:21][N:22]1[CH2:27][CH2:26][NH:25][CH2:24][CH2:23]1.CC(O)C, predict the reaction product. (4) Given the reactants [CH3:1][C:2]1([CH3:12])[CH2:7][CH2:6][CH2:5][CH:4]([C:8]([OH:11])([CH3:10])[CH3:9])[CH2:3]1.C[Mg]Cl.CC1(C)CCCC(C(=O)C)C1.[C:27]([O:31][CH2:32][C:33](O)=[O:34])(=[O:30])[CH2:28][CH3:29].C1(N=C=NC2CCCCC2)CCCCC1, predict the reaction product. The product is: [C:27]([O:31][CH2:32][C:33]([O:11][C:8]([CH:4]1[CH2:5][CH2:6][CH2:7][C:2]([CH3:12])([CH3:1])[CH2:3]1)([CH3:10])[CH3:9])=[O:34])(=[O:30])[CH2:28][CH3:29]. (5) Given the reactants Cl[C:2]([C:11]1[C:12]([Cl:17])=[N:13][CH:14]=[CH:15][CH:16]=1)=[C:3]([C:9]#[N:10])[C:4]([O:6][CH2:7][CH3:8])=[O:5].Cl.[Cl:19][C:20]1[C:21]([CH2:30][CH2:31][NH2:32])=[N:22][CH:23]=[C:24]([C:26]([F:29])([F:28])[F:27])[CH:25]=1.C(N(CC)CC)C, predict the reaction product. The product is: [Cl:17][C:12]1[C:11](/[C:2](/[NH:32][CH2:31][CH2:30][C:21]2[C:20]([Cl:19])=[CH:25][C:24]([C:26]([F:29])([F:28])[F:27])=[CH:23][N:22]=2)=[C:3](\[C:9]#[N:10])/[C:4]([O:6][CH2:7][CH3:8])=[O:5])=[CH:16][CH:15]=[CH:14][N:13]=1. (6) Given the reactants [F:1][CH2:2][CH2:3][N:4]1[C:16]2[CH2:15][CH2:14][CH2:13][CH:12]([C:17](Cl)=[O:18])[C:11]=2[C:10]2[C:5]1=[CH:6][CH:7]=[CH:8][C:9]=2[O:20][CH3:21].[CH2:22]([NH:24][CH2:25][C:26]1[CH:31]=[CH:30][CH:29]=[CH:28][CH:27]=1)[CH3:23].Cl.C(Cl)Cl.O.C(Cl)Cl, predict the reaction product. The product is: [CH2:25]([N:24]([CH2:22][CH3:23])[C:17]([CH:12]1[C:11]2[C:10]3[C:5](=[CH:6][CH:7]=[CH:8][C:9]=3[O:20][CH3:21])[N:4]([CH2:3][CH2:2][F:1])[C:16]=2[CH2:15][CH2:14][CH2:13]1)=[O:18])[C:26]1[CH:31]=[CH:30][CH:29]=[CH:28][CH:27]=1. (7) Given the reactants [Br:1][C:2]1[CH:7]=[CH:6][C:5]2[C:8]3[C:13]([C:14]4([CH2:19][CH2:18][NH:17][CH2:16][CH2:15]4)[C:4]=2[CH:3]=1)=[CH:12][C:11]([Br:20])=[CH:10][CH:9]=3.CCN(CC)CC.[C:28](Cl)(=[O:30])[CH3:29], predict the reaction product. The product is: [Br:1][C:2]1[CH:7]=[CH:6][C:5]2[C:8]3[C:13]([C:14]4([CH2:15][CH2:16][N:17]([C:28](=[O:30])[CH3:29])[CH2:18][CH2:19]4)[C:4]=2[CH:3]=1)=[CH:12][C:11]([Br:20])=[CH:10][CH:9]=3.